The task is: Predict the product of the given reaction.. This data is from Forward reaction prediction with 1.9M reactions from USPTO patents (1976-2016). (1) Given the reactants C[Si]([N-][Si](C)(C)C)(C)C.[Li+].F[C:12]1[C:13]([C:18]2[NH:27][C:26](=[O:28])[C:25]3[C:20](=[CH:21][C:22]([O:31][CH3:32])=[CH:23][C:24]=3[O:29][CH3:30])[N:19]=2)=[N:14][CH:15]=[CH:16][CH:17]=1.[CH:33]([N:36]1[CH2:41][CH2:40][CH:39]([NH2:42])[CH2:38][CH2:37]1)([CH3:35])[CH3:34], predict the reaction product. The product is: [CH:33]([N:36]1[CH2:41][CH2:40][CH:39]([NH:42][C:12]2[C:13]([C:18]3[NH:27][C:26](=[O:28])[C:25]4[C:20](=[CH:21][C:22]([O:31][CH3:32])=[CH:23][C:24]=4[O:29][CH3:30])[N:19]=3)=[N:14][CH:15]=[CH:16][CH:17]=2)[CH2:38][CH2:37]1)([CH3:35])[CH3:34]. (2) Given the reactants [NH:1]1[C:9]2[C:4](=[CH:5][CH:6]=[CH:7][C:8]=2[CH:10]=O)[CH:3]=[CH:2]1.[CH3:12]C(C)([O-])C.[K+], predict the reaction product. The product is: [CH:10]([C:8]1[CH:7]=[CH:6][CH:5]=[C:4]2[C:9]=1[NH:1][CH:2]=[CH:3]2)=[CH2:12]. (3) Given the reactants [CH2:1]([NH2:5])[CH2:2][CH2:3][CH3:4].[H-].[Na+].Br[C:9]([CH3:23])([CH3:22])[C:10]([NH:12][C:13]1[CH:17]=[C:16]([C:18]([CH3:21])([CH3:20])[CH3:19])[O:15][N:14]=1)=[O:11], predict the reaction product. The product is: [CH2:1]([NH:5][C:9]([CH3:23])([CH3:22])[C:10]([NH:12][C:13]1[CH:17]=[C:16]([C:18]([CH3:21])([CH3:20])[CH3:19])[O:15][N:14]=1)=[O:11])[CH2:2][CH2:3][CH3:4]. (4) Given the reactants F[C:2]1[CH:9]=[CH:8][C:5]([C:6]#[N:7])=[CH:4][C:3]=1[C:10]([F:13])([F:12])[F:11].[CH3:14][CH:15]([OH:17])[CH3:16].[H-].[Na+], predict the reaction product. The product is: [CH3:14][CH:15]([O:17][C:2]1[CH:9]=[CH:8][C:5]([C:6]#[N:7])=[CH:4][C:3]=1[C:10]([F:13])([F:12])[F:11])[CH3:16]. (5) The product is: [CH2:42]([O:43][C:33](=[O:39])[C:32]([CH2:21][C:20]1[CH:19]=[CH:37][CH:36]=[CH:35][CH:34]=1)=[CH:11][C:7]1[N:6]([CH2:5][C:4]2[CH:3]=[C:2]([Cl:1])[CH:15]=[C:14]([Cl:16])[CH:13]=2)[CH:10]=[CH:9][N:8]=1)[CH3:41]. Given the reactants [Cl:1][C:2]1[CH:3]=[C:4]([CH:13]=[C:14]([Cl:16])[CH:15]=1)[CH2:5][N:6]1[CH:10]=[CH:9][N:8]=[C:7]1[CH:11]=O.C([C:19]1[CH:37]=[CH:36][CH:35]=[CH:34][C:20]=1[C:21]([CH2:32][CH3:33])(CC)OP(CC([O-])=O)(O)=O)C.[Li+].[OH-:39].C1C[O:43][CH2:42][CH2:41]1, predict the reaction product. (6) The product is: [CH2:1]([O:3][C:4]([C:6]1[NH:15][C:9]2[N:10]=[CH:11][N:12]=[C:13]([Cl:18])[C:8]=2[CH:7]=1)=[O:5])[CH3:2]. Given the reactants [CH2:1]([O:3][C:4]([C:6]1[NH:15][C:9]2[N:10]=[CH:11][N:12]=[C:13](O)[C:8]=2[CH:7]=1)=[O:5])[CH3:2].S(Cl)([Cl:18])=O.C([O-])(O)=O.[Na+], predict the reaction product. (7) Given the reactants [I:1][C:2]1[CH:3]=[C:4]([N:8]=[C:9]=[O:10])[CH:5]=[CH:6][CH:7]=1.[NH:11]1[CH2:16][CH2:15][O:14][CH2:13][CH2:12]1, predict the reaction product. The product is: [I:1][C:2]1[CH:3]=[C:4]([NH:8][C:9]([N:11]2[CH2:16][CH2:15][O:14][CH2:13][CH2:12]2)=[O:10])[CH:5]=[CH:6][CH:7]=1. (8) Given the reactants [CH2:1]([O:3][C:4](=[O:28])[C:5]([NH:19][C:20]1[CH:25]=[CH:24][C:23]([C:26]#[N:27])=[CH:22][CH:21]=1)([C:10]1[CH:15]=[C:14]([CH3:16])[C:13]([OH:17])=[C:12]([CH3:18])[CH:11]=1)[C:6]([F:9])([F:8])[F:7])[CH3:2].[C:29](=O)([O-])[O-].[K+].[K+].CI.C(OCC)(=O)C, predict the reaction product. The product is: [CH2:1]([O:3][C:4](=[O:28])[C:5]([NH:19][C:20]1[CH:25]=[CH:24][C:23]([C:26]#[N:27])=[CH:22][CH:21]=1)([C:10]1[CH:11]=[C:12]([CH3:18])[C:13]([O:17][CH3:29])=[C:14]([CH3:16])[CH:15]=1)[C:6]([F:9])([F:8])[F:7])[CH3:2]. (9) Given the reactants [CH:1]12[CH2:7][CH:4]([CH2:5][CH2:6]1)[CH2:3][CH:2]2[CH2:8][NH2:9].CN(C(ON1N=NC2C=CC=NC1=2)=[N+](C)C)C.F[P-](F)(F)(F)(F)F.CCN(CC)CC.[SH:41][C:42]1[N:50]=[CH:49][CH:48]=[CH:47][C:43]=1[C:44](O)=[O:45], predict the reaction product. The product is: [CH:1]12[CH2:7][CH:4]([CH2:5][CH2:6]1)[CH2:3][CH:2]2[CH2:8][NH:9][C:44](=[O:45])[C:43]1[CH:47]=[CH:48][CH:49]=[N:50][C:42]=1[SH:41].